This data is from Reaction yield outcomes from USPTO patents with 853,638 reactions. The task is: Predict the reaction yield, written as a fraction of the theoretical maximum amount of product (1.0 means a 100% yield; for example, 0.34 means a 34% yield). The reactants are Cl[CH2:2][C:3]([C:5]1[C:6]([F:17])=[CH:7][N:8]=[C:9]2[C:14]=1[N:13]=[C:12]([O:15]C)[CH:11]=[CH:10]2)=[CH2:4].[I-].[Na+]. The catalyst is CC(C)=O.C(OCC)(=O)C. The product is [F:17][C:6]1[CH:7]=[N:8][C:9]2[CH:10]=[CH:11][C:12](=[O:15])[N:13]3[CH2:2][C:3](=[CH2:4])[C:5]=1[C:14]=23. The yield is 0.360.